Predict which catalyst facilitates the given reaction. From a dataset of Catalyst prediction with 721,799 reactions and 888 catalyst types from USPTO. (1) Reactant: C(N(CC)CC)C.[CH:8]1[CH:13]=[C:12]([N+:14]([O-:16])=[O:15])[C:11]([S:17](Cl)(=[O:19])=[O:18])=[CH:10][CH:9]=1.Cl.[NH2:22][C@H:23]([C@H:26]1[O:30][C:29](=[O:31])[C@H:28]([CH2:32][CH2:33][CH3:34])[CH2:27]1)[CH2:24][OH:25].O1CCCC1. Product: [OH:25][CH2:24][C@H:23]([NH:22][S:17]([C:11]1[CH:10]=[CH:9][CH:8]=[CH:13][C:12]=1[N+:14]([O-:16])=[O:15])(=[O:19])=[O:18])[C@@H:26]1[CH2:27][C@@H:28]([CH2:32][CH2:33][CH3:34])[C:29](=[O:31])[O:30]1. The catalyst class is: 6. (2) Reactant: Cl.C1COCC1.[Si]([O:14][C@H:15]1[CH2:19][CH2:18][N:17]([CH2:20][CH2:21][O:22][C:23]2[CH:28]=[CH:27][C:26]([N:29]3[CH:34]=[CH:33][C:32]([O:35][CH2:36][C:37]4[CH:42]=[CH:41][C:40]([Cl:43])=[CH:39][N:38]=4)=[CH:31][C:30]3=[O:44])=[CH:25][CH:24]=2)[CH2:16]1)(C(C)(C)C)(C)C.[OH-].[Na+]. Product: [Cl:43][C:40]1[CH:41]=[CH:42][C:37]([CH2:36][O:35][C:32]2[CH:33]=[CH:34][N:29]([C:26]3[CH:25]=[CH:24][C:23]([O:22][CH2:21][CH2:20][N:17]4[CH2:18][CH2:19][C@H:15]([OH:14])[CH2:16]4)=[CH:28][CH:27]=3)[C:30](=[O:44])[CH:31]=2)=[N:38][CH:39]=1. The catalyst class is: 22. (3) Reactant: [K].[NH2:2][C:3]1[C:8]([Cl:9])=[CH:7][N:6]=[CH:5][C:4]=1[Cl:10].[CH:11]1([CH2:14][O:15][C:16]2[CH:17]=[C:18]([CH:22]=[CH:23][C:24]=2[O:25][CH:26]([F:28])[F:27])[C:19](Cl)=[O:20])[CH2:13][CH2:12]1.Cl. Product: [CH:22]1[C:18]([C:19]([NH:2][C:3]2[C:4]([Cl:10])=[CH:5][N:6]=[CH:7][C:8]=2[Cl:9])=[O:20])=[CH:17][C:16]([O:15][CH2:14][CH:11]2[CH2:12][CH2:13]2)=[C:24]([O:25][CH:26]([F:27])[F:28])[CH:23]=1. The catalyst class is: 18. (4) Reactant: [F:1][CH:2]([F:28])[C:3]1[CH:7]=[C:6]([CH:8]([F:10])[F:9])[N:5]([CH2:11][C:12]([N:14]2[CH2:19][CH2:18][CH:17]([C:20]3[S:21][CH:22]=[C:23]([CH:25]=[N:26][OH:27])[N:24]=3)[CH2:16][CH2:15]2)=[O:13])[N:4]=1.[CH:29]([C:31]1[CH:36]=[CH:35][C:34]([NH:37][C:38](=[O:44])[O:39][C:40]([CH3:43])([CH3:42])[CH3:41])=[CH:33][CH:32]=1)=[CH2:30].C(=O)([O-])O.[K+].ClN1C(=O)CCC1=O. Product: [F:28][CH:2]([F:1])[C:3]1[CH:7]=[C:6]([CH:8]([F:9])[F:10])[N:5]([CH2:11][C:12]([N:14]2[CH2:15][CH2:16][CH:17]([C:20]3[S:21][CH:22]=[C:23]([C:25]4[CH2:30][CH:29]([C:31]5[CH:32]=[CH:33][C:34]([NH:37][C:38](=[O:44])[O:39][C:40]([CH3:43])([CH3:42])[CH3:41])=[CH:35][CH:36]=5)[O:27][N:26]=4)[N:24]=3)[CH2:18][CH2:19]2)=[O:13])[N:4]=1. The catalyst class is: 84. (5) Reactant: [C:1]([C:4]1([CH2:14][CH3:15])[CH2:12][C:11]2[C:6](=[CH:7][CH:8]=[C:9]([F:13])[CH:10]=2)[CH2:5]1)(=[O:3])[CH3:2].[Br:16]Br. Product: [Br:16][CH2:2][C:1]([C:4]1([CH2:14][CH3:15])[CH2:12][C:11]2[C:6](=[CH:7][CH:8]=[C:9]([F:13])[CH:10]=2)[CH2:5]1)=[O:3]. The catalyst class is: 5. (6) Reactant: [NH2:1][C:2]1[CH:3]=[CH:4][CH:5]=[C:6]2[C:11]=1[C:10](=[O:12])[CH2:9][CH2:8][CH2:7]2.O.[C:14]([OH:18])(=[O:17])[CH:15]=O.[CH3:19][O:20][C:21]1[CH:26]=[CH:25][C:24](B(O)O)=[CH:23][CH:22]=1. Product: [CH3:19][O:20][C:21]1[CH:26]=[CH:25][C:24]([CH:15]([NH:1][C:2]2[C:11]3[C:10](=[O:12])[CH2:9][CH2:8][CH2:7][C:6]=3[CH:5]=[CH:4][CH:3]=2)[C:14]([OH:18])=[O:17])=[CH:23][CH:22]=1. The catalyst class is: 10. (7) Reactant: [CH3:1][CH:2]1[CH2:7][N:6](C(OCC2C=CC=CC=2)=O)[CH2:5][CH2:4][N:3]1[C:18]([O:20][C:21]([CH3:24])([CH3:23])[CH3:22])=[O:19]. Product: [CH3:1][CH:2]1[CH2:7][NH:6][CH2:5][CH2:4][N:3]1[C:18]([O:20][C:21]([CH3:22])([CH3:24])[CH3:23])=[O:19]. The catalyst class is: 5. (8) Reactant: [CH3:1][CH:2]([CH3:19])[C@H:3]([NH:12][C:13]1[CH2:17][S:16][C:15](=[O:18])[N:14]=1)[C:4]([N:6]1[CH2:11][CH2:10][O:9][CH2:8][CH2:7]1)=[O:5].[F:20][C:21]([F:42])([F:41])[C:22]1[CH:36]=[C:35]([C:37]([F:40])([F:39])[F:38])[CH:34]=[CH:33][C:23]=1[CH2:24][N:25]1[CH2:30][CH2:29][CH:28]([CH:31]=O)[CH2:27][CH2:26]1.C([O-])(=O)C.[NH2+]1CCCCC1. Product: [F:42][C:21]([F:20])([F:41])[C:22]1[CH:36]=[C:35]([C:37]([F:40])([F:39])[F:38])[CH:34]=[CH:33][C:23]=1[CH2:24][N:25]1[CH2:30][CH2:29][CH:28](/[CH:31]=[C:17]2/[C:13]([NH:12][C@H:3]([C:4]([N:6]3[CH2:7][CH2:8][O:9][CH2:10][CH2:11]3)=[O:5])[CH:2]([CH3:19])[CH3:1])=[N:14][C:15](=[O:18])[S:16]/2)[CH2:27][CH2:26]1. The catalyst class is: 41.